The task is: Predict the reaction yield, written as a fraction of the theoretical maximum amount of product (1.0 means a 100% yield; for example, 0.34 means a 34% yield).. This data is from Reaction yield outcomes from USPTO patents with 853,638 reactions. (1) The reactants are [Cl:1][C:2]1[CH:3]=[C:4]([O:9][CH3:10])[C:5]([NH2:8])=[N:6][CH:7]=1.Cl.[Cl:12][C:13]1[N:18]=[CH:17][C:16]([S:19](Cl)(=[O:21])=[O:20])=[CH:15][CH:14]=1. The catalyst is N1C=CC=CC=1. The product is [Cl:12][C:13]1[N:18]=[CH:17][C:16]([S:19]([NH:8][C:5]2[C:4]([O:9][CH3:10])=[CH:3][C:2]([Cl:1])=[CH:7][N:6]=2)(=[O:21])=[O:20])=[CH:15][CH:14]=1. The yield is 0.110. (2) The reactants are [N+:1]([C:4]1[CH:5]=[C:6]([N:19]2[CH2:24][CH2:23][N:22]([C:25]([O:27][C:28]([CH3:31])([CH3:30])[CH3:29])=[O:26])[CH2:21][CH2:20]2)[CH:7]=[CH:8][C:9]=1[S:10]([C:13]1[CH:18]=[CH:17][CH:16]=[CH:15][CH:14]=1)(=[O:12])=[O:11])([O-])=O.O.NN. The catalyst is CCO.C1COCC1.[Ni]. The product is [NH2:1][C:4]1[CH:5]=[C:6]([N:19]2[CH2:20][CH2:21][N:22]([C:25]([O:27][C:28]([CH3:31])([CH3:30])[CH3:29])=[O:26])[CH2:23][CH2:24]2)[CH:7]=[CH:8][C:9]=1[S:10]([C:13]1[CH:14]=[CH:15][CH:16]=[CH:17][CH:18]=1)(=[O:11])=[O:12]. The yield is 0.990. (3) The catalyst is CO. The yield is 0.700. The reactants are [Na].C(O)(=[S:4])C.Br[CH2:7][CH2:8][CH2:9][CH2:10][CH2:11][CH2:12][CH2:13][CH2:14][CH2:15][CH2:16][CH2:17][CH2:18][CH2:19][CH2:20][CH2:21][CH2:22][OH:23].[OH-].[Na+].Cl. The product is [SH:4][CH2:7][CH2:8][CH2:9][CH2:10][CH2:11][CH2:12][CH2:13][CH2:14][CH2:15][CH2:16][CH2:17][CH2:18][CH2:19][CH2:20][CH2:21][CH2:22][OH:23].